Dataset: Full USPTO retrosynthesis dataset with 1.9M reactions from patents (1976-2016). Task: Predict the reactants needed to synthesize the given product. (1) Given the product [N+:8]([C:4]1[CH:3]=[C:2]([N:21]2[CH2:20][CH2:19][N:18]([C:11]([O:13][C:14]([CH3:17])([CH3:16])[CH3:15])=[O:12])[CH2:23][CH2:22]2)[CH:7]=[CH:6][CH:5]=1)([O-:10])=[O:9], predict the reactants needed to synthesize it. The reactants are: F[C:2]1[CH:3]=[C:4]([N+:8]([O-:10])=[O:9])[CH:5]=[CH:6][CH:7]=1.[C:11]([N:18]1[CH2:23][CH2:22][NH:21][CH2:20][CH2:19]1)([O:13][C:14]([CH3:17])([CH3:16])[CH3:15])=[O:12]. (2) Given the product [CH3:13][O:11][C:1](=[O:12])[CH2:2][CH2:3][CH2:4][CH2:5][CH2:6][CH2:7][CH2:8][CH:9]=[CH2:10], predict the reactants needed to synthesize it. The reactants are: [C:1]([OH:12])(=[O:11])[CH2:2][CH2:3][CH2:4][CH2:5][CH2:6][CH2:7][CH2:8][CH:9]=[CH2:10].[CH3:13]C1C=CC(S(O)(=O)=O)=CC=1.[K+].[Br-]. (3) Given the product [F:37][C:22]([F:21])([S:33]([O-:36])(=[O:35])=[O:34])[C:23]([F:32])([F:31])[CH:24]1[CH2:29][CH:28]2[CH2:30][CH:25]1[CH2:26][CH2:27]2.[C:15]1([S+:8]([C:2]2[CH:3]=[CH:4][CH:5]=[CH:6][CH:7]=2)[C:9]2[CH:14]=[CH:13][CH:12]=[CH:11][CH:10]=2)[CH:16]=[CH:17][CH:18]=[CH:19][CH:20]=1, predict the reactants needed to synthesize it. The reactants are: [Cl-].[C:2]1([S+:8]([C:15]2[CH:20]=[CH:19][CH:18]=[CH:17][CH:16]=2)[C:9]2[CH:14]=[CH:13][CH:12]=[CH:11][CH:10]=2)[CH:7]=[CH:6][CH:5]=[CH:4][CH:3]=1.[F:21][C:22]([F:37])([S:33]([O-:36])(=[O:35])=[O:34])[C:23]([F:32])([F:31])[CH:24]1[CH2:29][CH:28]2[CH2:30][CH:25]1[CH2:26][CH2:27]2.[Na+]. (4) Given the product [CH3:7][N:8]([CH3:9])/[CH:4]=[CH:2]/[C:1]([C:4]1[N:8]([CH:9]2[CH2:14][CH2:13][O:12][CH2:11][CH2:10]2)[C:7]([CH3:15])=[N:6][CH:5]=1)=[O:3], predict the reactants needed to synthesize it. The reactants are: [C:1]([C:4]1[N:8]([CH:9]2[CH2:14][CH2:13][O:12][CH2:11][CH2:10]2)[C:7]([CH3:15])=[N:6][CH:5]=1)(=[O:3])[CH3:2]. (5) Given the product [ClH:26].[CH3:25][O:24][C:4]1[C:5]([O:9][C@@H:10]2[CH2:11][CH2:12][C@@H:13]([CH3:23])[NH:14][CH2:15]2)=[N:6][CH:7]=[CH:8][C:3]=1[C:1]#[N:2], predict the reactants needed to synthesize it. The reactants are: [C:1]([C:3]1[CH:8]=[CH:7][N:6]=[C:5]([O:9][C@H:10]2[CH2:15][N:14](C(OC(C)(C)C)=O)[C@H:13]([CH3:23])[CH2:12][CH2:11]2)[C:4]=1[O:24][CH3:25])#[N:2].[ClH:26]. (6) Given the product [N:29]1([CH2:34][C:35]([N:1]2[C:9]3[C:4](=[CH:5][C:6]([NH:10][C:11]([C:13]4[C:14]([C:19]5[CH:20]=[CH:21][C:22]([C:25]([F:26])([F:27])[F:28])=[CH:23][CH:24]=5)=[CH:15][CH:16]=[CH:17][CH:18]=4)=[O:12])=[CH:7][CH:8]=3)[CH2:3][CH2:2]2)=[O:36])[CH:33]=[N:32][N:31]=[N:30]1, predict the reactants needed to synthesize it. The reactants are: [NH:1]1[C:9]2[C:4](=[CH:5][C:6]([NH:10][C:11]([C:13]3[C:14]([C:19]4[CH:24]=[CH:23][C:22]([C:25]([F:28])([F:27])[F:26])=[CH:21][CH:20]=4)=[CH:15][CH:16]=[CH:17][CH:18]=3)=[O:12])=[CH:7][CH:8]=2)[CH2:3][CH2:2]1.[N:29]1([CH2:34][C:35](O)=[O:36])[CH:33]=[N:32][N:31]=[N:30]1.F[P-](F)(F)(F)(F)F.N1(O[P+](N2CCCC2)(N2CCCC2)N2CCCC2)C2C=CC=CC=2N=N1.C(N(C(C)C)CC)(C)C.